Dataset: Reaction yield outcomes from USPTO patents with 853,638 reactions. Task: Predict the reaction yield, written as a fraction of the theoretical maximum amount of product (1.0 means a 100% yield; for example, 0.34 means a 34% yield). (1) The reactants are [H-].[Na+].[F:3][C:4]([F:11])([F:10])[C:5]1([OH:9])[CH2:8][O:7][CH2:6]1.[C:12](=O)([O:20]C1C=CC=CN=1)[O:13][C:14]1[CH:19]=[CH:18][CH:17]=[CH:16][N:15]=1. The catalyst is C1COCC1.CCOC(C)=O. The product is [C:12](=[O:20])([O:9][C:5]1([C:4]([F:11])([F:10])[F:3])[CH2:8][O:7][CH2:6]1)[O:13][C:14]1[CH:19]=[CH:18][CH:17]=[CH:16][N:15]=1. The yield is 0.270. (2) The product is [NH2:1][C:2]1[N:7]=[CH:6][N:5]=[C:4]2[N:8]([CH:20]([C:22]3[O:23][C:24]4[C:29]([C:30](=[O:39])[C:31]=3[C:32]3[CH:37]=[CH:36][CH:35]=[C:34]([F:38])[CH:33]=3)=[CH:28][CH:27]=[CH:26][CH:25]=4)[CH3:21])[N:9]=[C:10]([C:11]3[CH:16]=[CH:15][C:14]([F:17])=[CH:13][C:12]=3[OH:18])[C:3]=12. The yield is 0.350. The catalyst is ClCCl.B(Br)(Br)Br. The reactants are [NH2:1][C:2]1[N:7]=[CH:6][N:5]=[C:4]2[N:8]([CH:20]([C:22]3[O:23][C:24]4[C:29]([C:30](=[O:39])[C:31]=3[C:32]3[CH:37]=[CH:36][CH:35]=[C:34]([F:38])[CH:33]=3)=[CH:28][CH:27]=[CH:26][CH:25]=4)[CH3:21])[N:9]=[C:10]([C:11]3[CH:16]=[CH:15][C:14]([F:17])=[CH:13][C:12]=3[O:18]C)[C:3]=12. (3) The reactants are [F:1][C:2]([F:18])([F:17])[CH2:3][NH:4][CH:5]1[CH2:11][CH2:10][C:9]2[CH:12]=[C:13]([NH2:16])[CH:14]=[CH:15][C:8]=2[CH2:7][CH2:6]1.Cl[C:20]1[N:25]=[C:24]([NH:26][C:27]2[CH:32]=[CH:31][CH:30]=[CH:29][C:28]=2[C:33]2[C:38]([CH3:39])=[CH:37][CH:36]=[CH:35][N:34]=2)[C:23]([Cl:40])=[CH:22][N:21]=1. No catalyst specified. The product is [Cl:40][C:23]1[C:24]([NH:26][C:27]2[CH:32]=[CH:31][CH:30]=[CH:29][C:28]=2[C:33]2[C:38]([CH3:39])=[CH:37][CH:36]=[CH:35][N:34]=2)=[N:25][C:20]([NH:16][C:13]2[CH:14]=[CH:15][C:8]3[CH2:7][CH2:6][CH:5]([NH:4][CH2:3][C:2]([F:17])([F:18])[F:1])[CH2:11][CH2:10][C:9]=3[CH:12]=2)=[N:21][CH:22]=1. The yield is 0.580. (4) The reactants are [CH3:1][C:2]1[CH:3]=[C:4]([CH:7]=[CH:8][C:9]=1[O:10][C:11]([CH3:14])([CH3:13])[CH3:12])[C:5]#[N:6].C1C(=O)N([Br:22])C(=O)C1. The catalyst is C(Cl)(Cl)(Cl)Cl.CC(N=NC(C#N)(C)C)(C#N)C. The product is [Br:22][CH2:1][C:2]1[CH:3]=[C:4]([CH:7]=[CH:8][C:9]=1[O:10][C:11]([CH3:14])([CH3:13])[CH3:12])[C:5]#[N:6]. The yield is 0.460. (5) The reactants are [CH3:1][C:2]1([CH3:22])[O:7][C:6](=[O:8])[NH:5][C:4]2[CH:9]=[CH:10][C:11]([C:13]3[CH:14]=[C:15]([CH:18]=[C:19]([F:21])[CH:20]=3)[C:16]#[N:17])=[CH:12][C:3]1=2.[CH2:23]([O:25][CH:26](OCC)[O:27][CH2:28][CH3:29])[CH3:24]. No catalyst specified. The product is [CH2:23]([O:25][CH:26]([O:27][CH2:28][CH3:29])[N:5]1[C:4]2[CH:9]=[CH:10][C:11]([C:13]3[CH:14]=[C:15]([CH:18]=[C:19]([F:21])[CH:20]=3)[C:16]#[N:17])=[CH:12][C:3]=2[C:2]([CH3:22])([CH3:1])[O:7][C:6]1=[O:8])[CH3:24]. The yield is 0.330.